Predict which catalyst facilitates the given reaction. From a dataset of Catalyst prediction with 721,799 reactions and 888 catalyst types from USPTO. (1) Reactant: [C:1]([O:22][CH3:23])(=[O:21])[CH2:2][CH2:3][CH2:4][CH2:5][CH2:6][CH2:7][CH2:8][CH:9]=[CH:10]CCCCCCCC([O-])=O.C(C1C=CC=CC=1)(=O)C1C=CC=CC=1.[Na].C=C. Product: [C:1]([O:22][CH3:23])(=[O:21])[CH2:2][CH2:3][CH2:4][CH2:5][CH2:6][CH2:7][CH2:8][CH:9]=[CH2:10]. The catalyst class is: 11. (2) Reactant: B(Br)(Br)Br.C[O:6][CH2:7][CH2:8][N:9]1[CH:13]=[C:12]([C:14]2[CH:19]=[CH:18][CH:17]=[CH:16][CH:15]=2)[CH:11]=[C:10]1[CH3:20]. Product: [CH3:20][C:10]1[N:9]([CH2:8][CH2:7][OH:6])[CH:13]=[C:12]([C:14]2[CH:19]=[CH:18][CH:17]=[CH:16][CH:15]=2)[CH:11]=1. The catalyst class is: 4. (3) Reactant: [CH3:1][C:2]1[NH:7][C:6](=[O:8])[CH:5]=[CH:4][CH:3]=1.[Br:9][C:10]1[CH:11]=[C:12]([CH2:16]O)[CH:13]=[N:14][CH:15]=1.C1(P(C2C=CC=CC=2)C2C=CC=CC=2)C=CC=CC=1.C1C(COC(/N=N\C(OCC2C=CC(Cl)=CC=2)=O)=O)=CC=C(Cl)C=1.C([O-])(O)=O.[Na+]. Product: [Br:9][C:10]1[CH:11]=[C:12]([CH2:16][O:8][C:6]2[CH:5]=[CH:4][CH:3]=[C:2]([CH3:1])[N:7]=2)[CH:13]=[N:14][CH:15]=1. The catalyst class is: 49.